From a dataset of Full USPTO retrosynthesis dataset with 1.9M reactions from patents (1976-2016). Predict the reactants needed to synthesize the given product. (1) Given the product [CH3:1][N:2]([CH3:3])[C:4]1[CH:9]=[CH:8][C:7]([C:18]2[C:19]([F:20])=[CH:14][CH:15]=[C:16]([C:21]3[N:26]4[N:27]=[CH:28][C:29]([C:30]([C:32]5[S:33][CH:34]=[CH:35][CH:36]=5)=[O:31])=[C:25]4[N:24]=[CH:23][CH:22]=3)[CH:17]=2)=[CH:6][CH:5]=1, predict the reactants needed to synthesize it. The reactants are: [CH3:1][N:2]([C:4]1[CH:9]=[CH:8][C:7](B(O)O)=[CH:6][CH:5]=1)[CH3:3].Br[C:14]1[CH:15]=[C:16]([C:21]2[N:26]3[N:27]=[CH:28][C:29]([C:30]([C:32]4[S:33][CH:34]=[CH:35][CH:36]=4)=[O:31])=[C:25]3[N:24]=[CH:23][CH:22]=2)[CH:17]=[CH:18][C:19]=1[F:20]. (2) Given the product [F:1][C:2]1[CH:8]=[C:7]([CH3:9])[CH:6]=[C:5]([I:18])[C:3]=1[NH2:4], predict the reactants needed to synthesize it. The reactants are: [F:1][C:2]1[CH:8]=[C:7]([CH3:9])[CH:6]=[CH:5][C:3]=1[NH2:4].O.O.O.C([O-])(=O)C.[Na+].[I:18]Cl.C(=O)(O)[O-].[Na+].S([O-])([O-])=O.[Na+].[Na+]. (3) Given the product [CH2:19]([O:18][C:17]1[CH:16]=[C:15]([O:26][CH2:27][C:28]2[CH:33]=[CH:32][CH:31]=[CH:30][CH:29]=2)[C:14]([C:34]2[CH:39]=[C:38]([CH:40]([CH3:42])[CH3:41])[CH:37]=[CH:36][C:35]=2[O:43][CH3:44])=[CH:13][C:12]=1[C:10]1[N:9]([CH2:1][CH2:2][C:3]2[CH:4]=[CH:5][CH:6]=[CH:7][CH:8]=2)[N:57]=[N:56][N:55]=1)[C:20]1[CH:25]=[CH:24][CH:23]=[CH:22][CH:21]=1, predict the reactants needed to synthesize it. The reactants are: [CH2:1]([NH:9][C:10]([C:12]1[CH:13]=[C:14]([C:34]2[CH:39]=[C:38]([CH:40]([CH3:42])[CH3:41])[CH:37]=[CH:36][C:35]=2[O:43][CH3:44])[C:15]([O:26][CH2:27][C:28]2[CH:33]=[CH:32][CH:31]=[CH:30][CH:29]=2)=[CH:16][C:17]=1[O:18][CH2:19][C:20]1[CH:25]=[CH:24][CH:23]=[CH:22][CH:21]=1)=O)[CH2:2][C:3]1[CH:8]=[CH:7][CH:6]=[CH:5][CH:4]=1.P(Cl)(Cl)(Cl)(Cl)Cl.[Si]([N:55]=[N+:56]=[N-:57])(C)(C)C. (4) Given the product [CH:27]1([CH:30]([F:34])[C:31]([N:23]2[CH2:24][CH2:25][N:20]([CH2:19][C:4]3[C:5]([CH3:18])=[C:6]([NH:8][C:9](=[O:17])[C:10]4[CH:15]=[CH:14][C:13]([CH3:16])=[N:12][CH:11]=4)[CH:7]=[C:2]([F:1])[CH:3]=3)[CH2:21][C@@H:22]2[CH3:26])=[O:32])[CH2:29][CH2:28]1, predict the reactants needed to synthesize it. The reactants are: [F:1][C:2]1[CH:3]=[C:4]([CH2:19][N:20]2[CH2:25][CH2:24][NH:23][C@@H:22]([CH3:26])[CH2:21]2)[C:5]([CH3:18])=[C:6]([NH:8][C:9](=[O:17])[C:10]2[CH:15]=[CH:14][C:13]([CH3:16])=[N:12][CH:11]=2)[CH:7]=1.[CH:27]1([CH:30]([F:34])[C:31](O)=[O:32])[CH2:29][CH2:28]1.CN(C(ON1N=NC2C=CC=NC1=2)=[N+](C)C)C.F[P-](F)(F)(F)(F)F.C(N(C(C)C)C(C)C)C. (5) Given the product [O:9]1[CH:13]=[CH:12][CH:11]=[C:10]1[CH2:14][O:15][C:2]1[S:6][N:5]=[C:4]([S:7][CH3:8])[N:3]=1, predict the reactants needed to synthesize it. The reactants are: Cl[C:2]1[S:6][N:5]=[C:4]([S:7][CH3:8])[N:3]=1.[O:9]1[CH:13]=[CH:12][CH:11]=[C:10]1[CH2:14][OH:15].[H-].[Na+].[Cl-].[Na+]. (6) Given the product [CH:1]1([C@@H:5]([N:7]([CH2:17][C:18]2[CH:23]=[CH:22][C:21]([O:24][CH3:25])=[CH:20][CH:19]=2)[S:8]([C:10]([CH3:12])([CH3:11])[CH3:13])=[O:9])[CH3:6])[CH2:4][CH2:3][CH2:2]1, predict the reactants needed to synthesize it. The reactants are: [CH:1]1([C@@H:5]([NH:7][S:8]([C:10]([CH3:13])([CH3:12])[CH3:11])=[O:9])[CH3:6])[CH2:4][CH2:3][CH2:2]1.[H-].[Na+].Br[CH2:17][C:18]1[CH:23]=[CH:22][C:21]([O:24][CH3:25])=[CH:20][CH:19]=1. (7) Given the product [F:16][C:17]1[CH:22]=[C:21]([N+:23]([O-:25])=[O:24])[C:20]([F:26])=[CH:19][C:18]=1[N:4]1[CH2:5][CH2:6][N:1]([CH:7]([OH:11])[CH3:8])[CH2:2][CH2:3]1, predict the reactants needed to synthesize it. The reactants are: [N:1]1([CH2:7][CH2:8]O)[CH2:6][CH2:5][NH:4][CH2:3][CH2:2]1.C([O-])([O-])=[O:11].[K+].[K+].[F:16][C:17]1[CH:22]=[C:21]([N+:23]([O-:25])=[O:24])[C:20]([F:26])=[CH:19][C:18]=1F.